The task is: Regression. Given two drug SMILES strings and cell line genomic features, predict the synergy score measuring deviation from expected non-interaction effect.. This data is from Merck oncology drug combination screen with 23,052 pairs across 39 cell lines. Drug 1: CCN(CC)CCNC(=O)c1c(C)[nH]c(C=C2C(=O)Nc3ccc(F)cc32)c1C. Drug 2: CS(=O)(=O)CCNCc1ccc(-c2ccc3ncnc(Nc4ccc(OCc5cccc(F)c5)c(Cl)c4)c3c2)o1. Cell line: EFM192B. Synergy scores: synergy=22.7.